Dataset: Peptide-MHC class I binding affinity with 185,985 pairs from IEDB/IMGT. Task: Regression. Given a peptide amino acid sequence and an MHC pseudo amino acid sequence, predict their binding affinity value. This is MHC class I binding data. (1) The peptide sequence is REQLSSVSSL. The MHC is Mamu-A11 with pseudo-sequence Mamu-A11. The binding affinity (normalized) is 0.852. (2) The peptide sequence is VPVWKEATTT. The MHC is HLA-B44:02 with pseudo-sequence HLA-B44:02. The binding affinity (normalized) is 0.0359. (3) The binding affinity (normalized) is 0.413. The MHC is HLA-A68:01 with pseudo-sequence HLA-A68:01. The peptide sequence is GMNDYLGIFK. (4) The peptide sequence is QVPLRPMTY. The MHC is HLA-A11:01 with pseudo-sequence HLA-A11:01. The binding affinity (normalized) is 0.0847. (5) The peptide sequence is YMAVVPLVY. The MHC is Mamu-A02 with pseudo-sequence Mamu-A02. The binding affinity (normalized) is 0.428. (6) The peptide sequence is RYMSKTYNF. The MHC is HLA-B27:03 with pseudo-sequence HLA-B27:03. The binding affinity (normalized) is 0.0847. (7) The peptide sequence is YVMNIERQDY. The MHC is HLA-A11:01 with pseudo-sequence HLA-A11:01. The binding affinity (normalized) is 0.0893. (8) The peptide sequence is YSQSPGGLDK. The MHC is Mamu-B8301 with pseudo-sequence Mamu-B8301. The binding affinity (normalized) is 1.00. (9) The peptide sequence is SYINRTGTF. The binding affinity (normalized) is 0.0847. The MHC is HLA-A02:01 with pseudo-sequence HLA-A02:01.